From a dataset of Catalyst prediction with 721,799 reactions and 888 catalyst types from USPTO. Predict which catalyst facilitates the given reaction. (1) Reactant: [C:1]([C@@H:4]1[CH2:21][CH:20]2[C@:15]([CH3:23])([CH2:16][CH2:17][C:18](=[O:22])[CH2:19]2)[C@@H:14]2[C@@H:5]1[C@H:6]1[C@@:10]([CH2:12][CH2:13]2)([CH3:11])[C:9](=[O:24])[CH2:8][CH2:7]1)([OH:3])=[O:2].CO.[CH3:27]CN=C=NCCCN(C)C.O. Product: [CH3:27][O:2][C:1]([C@@H:4]1[CH2:21][CH:20]2[C@:15]([CH3:23])([CH2:16][CH2:17][C:18](=[O:22])[CH2:19]2)[C@@H:14]2[C@@H:5]1[C@H:6]1[C@@:10]([CH2:12][CH2:13]2)([CH3:11])[C:9](=[O:24])[CH2:8][CH2:7]1)=[O:3]. The catalyst class is: 64. (2) Reactant: [CH3:1][NH2:2].C[O:4][C:5]([C@@H:7]1[O:11][C:10](=[O:12])[N:9]([C:13]2[CH:14]=[C:15]3[C:19](=[CH:20][CH:21]=2)[N:18]([CH2:22][CH:23]([CH3:25])[CH3:24])[C:17](=[O:26])[CH2:16]3)[CH2:8]1)=O. The catalyst class is: 5. Product: [CH3:1][NH:2][C:5]([C@@H:7]1[O:11][C:10](=[O:12])[N:9]([C:13]2[CH:14]=[C:15]3[C:19](=[CH:20][CH:21]=2)[N:18]([CH2:22][CH:23]([CH3:24])[CH3:25])[C:17](=[O:26])[CH2:16]3)[CH2:8]1)=[O:4]. (3) Reactant: O[CH2:2][C:3]1[CH:23]=[CH:22][C:6]([O:7][CH2:8][C:9]2[N:10]=[C:11](/[CH:15]=[CH:16]/[C:17]([O:19][CH2:20][CH3:21])=[O:18])[O:12][C:13]=2[CH3:14])=[C:5]([O:24][CH3:25])[CH:4]=1.C1(C)C=CC=CC=1.S(Cl)([Cl:35])=O. Product: [Cl:35][CH2:2][C:3]1[CH:23]=[CH:22][C:6]([O:7][CH2:8][C:9]2[N:10]=[C:11](/[CH:15]=[CH:16]/[C:17]([O:19][CH2:20][CH3:21])=[O:18])[O:12][C:13]=2[CH3:14])=[C:5]([O:24][CH3:25])[CH:4]=1. The catalyst class is: 13. (4) Reactant: [O:1]=[C:2]1[C:6]2([CH2:11][CH2:10][NH:9][CH2:8][CH2:7]2)[N:5]([C:12]2[CH:17]=[CH:16][CH:15]=[CH:14][CH:13]=2)[CH2:4][N:3]1[CH2:18][C:19]1[CH:20]=[C:21]([CH:29]=[CH:30][CH:31]=1)[C:22]([O:24][C:25]([CH3:28])([CH3:27])[CH3:26])=[O:23].C(=O)([O-])[O-].[K+].[K+].[I-].[Na+].Cl[CH2:41][CH2:42][CH2:43][N:44]1[C:52]2[C:47](=[CH:48][CH:49]=[CH:50][CH:51]=2)[CH:46]=[N:45]1. Product: [N:44]1([CH2:43][CH2:42][CH2:41][N:9]2[CH2:10][CH2:11][C:6]3([N:5]([C:12]4[CH:13]=[CH:14][CH:15]=[CH:16][CH:17]=4)[CH2:4][N:3]([CH2:18][C:19]4[CH:20]=[C:21]([CH:29]=[CH:30][CH:31]=4)[C:22]([O:24][C:25]([CH3:28])([CH3:26])[CH3:27])=[O:23])[C:2]3=[O:1])[CH2:7][CH2:8]2)[C:52]2[C:47](=[CH:48][CH:49]=[CH:50][CH:51]=2)[CH:46]=[N:45]1. The catalyst class is: 131. (5) Reactant: [F:1][C:2]1[CH:3]=[C:4]([CH:6]=[CH:7][CH:8]=1)[NH2:5].C(N(CC)CC)C.Cl.[N:17]1([CH2:23][CH2:24][C:25]2[N:29]3[CH:30]=[CH:31][CH:32]=[CH:33][C:28]3=[C:27]([C:34](Cl)=[O:35])[N:26]=2)[CH2:22][CH2:21][O:20][CH2:19][CH2:18]1. The catalyst class is: 2. Product: [F:1][C:2]1[CH:3]=[C:4]([NH:5][C:34]([C:27]2[N:26]=[C:25]([CH2:24][CH2:23][N:17]3[CH2:18][CH2:19][O:20][CH2:21][CH2:22]3)[N:29]3[CH:30]=[CH:31][CH:32]=[CH:33][C:28]=23)=[O:35])[CH:6]=[CH:7][CH:8]=1. (6) Reactant: [Br:1][C:2]1[CH:3]=[C:4]([CH2:8][C:9]([OH:11])=[O:10])[CH:5]=[N:6][CH:7]=1.[CH2:12](O)[CH3:13]. Product: [Br:1][C:2]1[CH:3]=[C:4]([CH2:8][C:9]([O:11][CH2:12][CH3:13])=[O:10])[CH:5]=[N:6][CH:7]=1. The catalyst class is: 65. (7) Reactant: [CH2:1]([O:8][C:9]1[CH:10]=[C:11]2[C:15](=[CH:16][C:17]=1[F:18])[NH:14][CH:13]=[CH:12]2)[C:2]1[CH:7]=[CH:6][CH:5]=[CH:4][CH:3]=1.[CH3:19][C:20]([O:23][C:24](O[C:24]([O:23][C:20]([CH3:22])([CH3:21])[CH3:19])=[O:25])=[O:25])([CH3:22])[CH3:21]. Product: [CH2:1]([O:8][C:9]1[CH:10]=[C:11]2[C:15](=[CH:16][C:17]=1[F:18])[N:14]([C:24]([O:23][C:20]([CH3:22])([CH3:21])[CH3:19])=[O:25])[CH:13]=[CH:12]2)[C:2]1[CH:3]=[CH:4][CH:5]=[CH:6][CH:7]=1. The catalyst class is: 154.